From a dataset of Experimentally validated miRNA-target interactions with 360,000+ pairs, plus equal number of negative samples. Binary Classification. Given a miRNA mature sequence and a target amino acid sequence, predict their likelihood of interaction. (1) The miRNA is hsa-miR-517a-3p with sequence AUCGUGCAUCCCUUUAGAGUGU. The protein sequence of the target gene is MAFRGPEPWVSASLLRQRLKAEEKTLDLEFEVLSVGFNEAGRYALRLSAENPLQVGSGAGVQLQVNDGDPFPACSAITDVIEQQEPGQSLTLTRSKFIFTLPKGFCKNDGQHDAQLHVEALRLDEPLGRAAQRVGEAIFPIYPRPDQPRMNPKAQDHEDLYRYCGNLALLRASTDPTARHCGSLAYSVAFHVHRGPQPPVSDSPPRAGQPELMSPEEPLIASQSTEPEIGHLSPSKKETIMVTLHGATNLPACKDGSEPWPYVVVKSTSEEKNNQSSKAVTSVTSEPTRAPIWGDTVNVE.... Result: 0 (no interaction). (2) The miRNA is hsa-miR-93-5p with sequence CAAAGUGCUGUUCGUGCAGGUAG. The protein sequence of the target gene is MDESALTLGTIDVSYLPHSSEYSVGRCKHTSEEWGECGFRPTIFRSATLKWKESLMSRKRPFVGRCCYSCTPQSWDKFFNPSIPSLGLRNVIYINETHTRHRGWLARRLSYVLFIQERDVHKGMFATNVTENVLNSSRVQEAIAEVAAELNPDGSAQQQSKAVNKVKKKAKRILQEMVATVSPAMIRLTGWVLLKLFNSFFWNIQIHKGQLEMVKAATETNLPLLFLPVHRSHIDYLLLTFILFCHNIKAPYIASGNNLNIPIFSTLIHKLGGFFIRRRLDETPDGRKDVLYRALLHGHI.... Result: 1 (interaction). (3) The miRNA is hsa-miR-23b-5p with sequence UGGGUUCCUGGCAUGCUGAUUU. The protein sequence of the target gene is METLQSETKTRVLPSWLTAQVATKNVAPMKAPKRMRMAAVPVAAARLPATRTVYCMNEAEIVDVALGILIESRKQEKACEQPALAGADNPEHSPPCSVSPHTSSGSSSEEEDSGKQALAPGLSPSQRPGGSSSACSRSPEEEEEEDVLKYVREIFFS. Result: 0 (no interaction). (4) The miRNA is mmu-miR-374c-5p with sequence AUAAUACAACCUGCUAAGUG. The protein sequence of the target gene is MNGKRPADPGPARPMKKGKKQVSAEFSDAVTEEILRKQVAEAWSCRTPFSHEAIALDMDPFLHCVIPNFIQSQDFLEGLHKELLSLDFHEKYNDLYKFQQSDDLKNRKEPHISALRKLMFEDFRAWLSKVSGIDLEPTIDMSCAKYEFTDALLCHDDELEGRRIAFILYLVPSWDRDLGGTLDLYDTDEHLQPKQIVKSLIPSWNKLVFFEVSPVSFHQVSEVLSEETSRLSISGWFYGPSLTRPPTYFEPPIPRNPHIPQDHEILYEWINPAYLEMDYQMQIQEEFEERSEILLKEFLK.... Result: 1 (interaction).